This data is from Forward reaction prediction with 1.9M reactions from USPTO patents (1976-2016). The task is: Predict the product of the given reaction. Given the reactants [C:1]([NH:11][C@H:12]([C:17]([OH:19])=O)[CH2:13][CH:14]([CH3:16])[CH3:15])([O:3][CH2:4][C:5]1[CH:10]=[CH:9][CH:8]=[CH:7][CH:6]=1)=[O:2].CN1CCOCC1.[CH2:27]([NH2:30])[CH:28]=[CH2:29].CN(C(ON1N=NC2C=CC=CC1=2)=[N+](C)C)C.F[P-](F)(F)(F)(F)F, predict the reaction product. The product is: [C:1]([NH:11][C@H:12]([C:17]([NH:30][CH:27]=[CH:28][CH3:29])=[O:19])[CH2:13][CH:14]([CH3:15])[CH3:16])([O:3][CH2:4][C:5]1[CH:6]=[CH:7][CH:8]=[CH:9][CH:10]=1)=[O:2].